From a dataset of Peptide-MHC class I binding affinity with 185,985 pairs from IEDB/IMGT. Regression. Given a peptide amino acid sequence and an MHC pseudo amino acid sequence, predict their binding affinity value. This is MHC class I binding data. The peptide sequence is KLAEIFQPF. The MHC is HLA-A69:01 with pseudo-sequence HLA-A69:01. The binding affinity (normalized) is 0.0847.